Dataset: Peptide-MHC class I binding affinity with 185,985 pairs from IEDB/IMGT. Task: Regression. Given a peptide amino acid sequence and an MHC pseudo amino acid sequence, predict their binding affinity value. This is MHC class I binding data. (1) The peptide sequence is NIISYIILFI. The MHC is HLA-A02:01 with pseudo-sequence HLA-A02:01. The binding affinity (normalized) is 0.533. (2) The peptide sequence is RVGIYFGMK. The MHC is HLA-B39:01 with pseudo-sequence HLA-B39:01. The binding affinity (normalized) is 0.0847. (3) The peptide sequence is YLEYEIENF. The MHC is HLA-A02:01 with pseudo-sequence HLA-A02:01. The binding affinity (normalized) is 0.0148. (4) The MHC is HLA-B27:05 with pseudo-sequence HLA-B27:05. The peptide sequence is PVDEYITTY. The binding affinity (normalized) is 0.0847. (5) The binding affinity (normalized) is 0.149. The MHC is HLA-A33:01 with pseudo-sequence HLA-A33:01. The peptide sequence is AAFQSSMTK. (6) The MHC is HLA-A25:01 with pseudo-sequence HLA-A25:01. The peptide sequence is YMKFFGNFK. The binding affinity (normalized) is 0.0847. (7) The peptide sequence is MLMTGTLAVF. The binding affinity (normalized) is 0.461. The MHC is HLA-B35:01 with pseudo-sequence HLA-B35:01. (8) The peptide sequence is QYPLGQGSF. The MHC is HLA-A24:02 with pseudo-sequence HLA-A24:02. The binding affinity (normalized) is 0.327. (9) The peptide sequence is WPWQIEYIHF. The MHC is Mamu-B52 with pseudo-sequence Mamu-B52. The binding affinity (normalized) is 0.441. (10) The peptide sequence is KISLNEILT. The MHC is HLA-A02:02 with pseudo-sequence HLA-A02:02. The binding affinity (normalized) is 0.308.